Dataset: Forward reaction prediction with 1.9M reactions from USPTO patents (1976-2016). Task: Predict the product of the given reaction. (1) Given the reactants [Cl:1][C:2]1[CH:3]=[CH:4][C:5]([NH:11][CH2:12][CH2:13][O:14][CH3:15])=[C:6]([CH:10]=1)[C:7]([OH:9])=O.Cl.[CH2:17]([C:19]([NH2:24])([CH2:22][CH3:23])[C:20]#[CH:21])[CH3:18].C1C=CC2N(O)N=NC=2C=1.CCN=C=NCCCN(C)C.CCN(C(C)C)C(C)C, predict the reaction product. The product is: [Cl:1][C:2]1[CH:3]=[CH:4][C:5]([NH:11][CH2:12][CH2:13][O:14][CH3:15])=[C:6]([CH:10]=1)[C:7]([NH:24][C:19]([CH2:22][CH3:23])([CH2:20][CH3:21])[C:17]#[CH:18])=[O:9]. (2) The product is: [C:2]([O:4][C:5](=[O:6])[NH:7][CH:8]([C:9](=[O:11])[N:52]([CH2:49][CH:50]=[CH2:51])[CH2:53][C:54]1[CH:59]=[CH:58][C:57]([O:60][CH3:61])=[CH:56][C:55]=1[O:62][CH3:63])[C:12]([CH3:16])([CH3:15])[CH:13]=[CH2:14])([CH3:1])([CH3:3])[CH3:17]. Given the reactants [CH3:1][C:2]([CH3:17])([O:4][C:5]([NH:7][CH:8]([C:12]([CH3:16])([CH3:15])[CH:13]=[CH2:14])[C:9]([OH:11])=O)=[O:6])[CH3:3].CN(C(ON1N=NC2C=CC=NC1=2)=[N+](C)C)C.[B-](F)(F)(F)F.CCN(C(C)C)C(C)C.[CH2:49]([NH:52][CH2:53][C:54]1[CH:59]=[CH:58][C:57]([O:60][CH3:61])=[CH:56][C:55]=1[O:62][CH3:63])[CH:50]=[CH2:51], predict the reaction product. (3) Given the reactants C(NCCCCCC(N1C[C@@H](S)[C@H](N[S:19]([C:22]2[CH:27]=[CH:26][C:25]([C:28]3[CH:33]=[CH:32][CH:31]=[CH:30][CH:29]=3)=[CH:24][CH:23]=2)(=[O:21])=[O:20])C1)=O)(=O)C.[C:34]([N:41]1[CH2:45][C@@H:44]([OH:46])[C@H:43]([N:47]=[N+]=[N-])[CH2:42]1)([O:36][C:37]([CH3:40])([CH3:39])[CH3:38])=[O:35].C1C=CC(P(C2C=CC=CC=2)C2C=CC=CC=2)=CC=1.C(N(CC)CC)C.C1(C2C=CC(S(Cl)(=O)=O)=CC=2)C=CC=CC=1, predict the reaction product. The product is: [C:34]([N:41]1[CH2:45][C@@H:44]([OH:46])[C@H:43]([NH:47][S:19]([C:22]2[CH:23]=[CH:24][C:25]([C:28]3[CH:33]=[CH:32][CH:31]=[CH:30][CH:29]=3)=[CH:26][CH:27]=2)(=[O:21])=[O:20])[CH2:42]1)([O:36][C:37]([CH3:40])([CH3:39])[CH3:38])=[O:35]. (4) Given the reactants [F:1][C:2]1[C:10]([CH:11]=O)=[C:9]([F:13])[C:8]([F:14])=[CH:7][C:3]=1[C:4]([OH:6])=[O:5].C(N(CC)CC)C.Cl.[CH2:23]([O:30][NH2:31])[C:24]1[CH:29]=[CH:28][CH:27]=[CH:26][CH:25]=1.Cl, predict the reaction product. The product is: [CH2:23]([O:30][N:31]=[CH:11][C:10]1[C:2]([F:1])=[C:3]([CH:7]=[C:8]([F:14])[C:9]=1[F:13])[C:4]([OH:6])=[O:5])[C:24]1[CH:29]=[CH:28][CH:27]=[CH:26][CH:25]=1.